This data is from Catalyst prediction with 721,799 reactions and 888 catalyst types from USPTO. The task is: Predict which catalyst facilitates the given reaction. (1) Reactant: [Cl:1][C:2]1[CH:9]=[CH:8][C:5]([CH2:6][NH2:7])=[CH:4][CH:3]=1.C(N(CC)CC)C.[C:17]([NH:20][C:21]1[S:22][C:23]([C:27]2[CH:28]=[C:29]([S:34](Cl)(=[O:36])=[O:35])[C:30]([Cl:33])=[N:31][CH:32]=2)=[C:24]([CH3:26])[N:25]=1)(=[O:19])[CH3:18]. Product: [Cl:33][C:30]1[N:31]=[CH:32][C:27]([C:23]2[S:22][C:21]([NH:20][C:17](=[O:19])[CH3:18])=[N:25][C:24]=2[CH3:26])=[CH:28][C:29]=1[S:34](=[O:35])(=[O:36])[NH:7][CH2:6][C:5]1[CH:8]=[CH:9][C:2]([Cl:1])=[CH:3][CH:4]=1. The catalyst class is: 1. (2) Reactant: CN(C(ON1N=N[C:11]2[CH:12]=CC=N[C:10]1=2)=[N+](C)C)C.F[P-](F)(F)(F)(F)F.CC[N:27]([CH:31]([CH3:33])C)[CH:28]([CH3:30])[CH3:29].CNC[CH2:37][OH:38].[CH3:39][N:40]([CH:42]=[O:43])[CH3:41]. Product: [OH:38][CH2:37][CH2:39][N:40]([CH3:41])[C:42]([C:11]1[CH:10]=[C:30]2[C:28](=[CH:29][CH:12]=1)[NH:27][CH:31]=[CH:33]2)=[O:43]. The catalyst class is: 326. (3) Reactant: CO[CH:3](OC)[CH2:4][C:5]([CH3:8])([OH:7])[CH3:6].[CH3:11][C:12]([S:15]([NH2:17])=[O:16])([CH3:14])[CH3:13].S([O-])([O-])(=O)=O.[Mg+2].CC1C=CC(S(O)(=O)=O)=CC=1.O. The catalyst class is: 2. Product: [OH:7][C:5]([CH3:8])([CH3:6])[CH2:4]/[CH:3]=[N:17]/[S:15]([C:12]([CH3:14])([CH3:13])[CH3:11])=[O:16].